This data is from Forward reaction prediction with 1.9M reactions from USPTO patents (1976-2016). The task is: Predict the product of the given reaction. (1) Given the reactants Br[C:2]1[C:11]2[C:6](=[CH:7][CH:8]=[C:9]([CH:12]([C:18]3[CH:23]=[CH:22][C:21]([Cl:24])=[CH:20][CH:19]=3)[C:13]3[S:14][CH:15]=[CH:16][N:17]=3)[CH:10]=2)[NH:5][C:4](=[O:25])[CH:3]=1.[F:26][C:27]([F:40])([F:39])[C:28]1[CH:33]=[CH:32][C:31](/[CH:34]=[CH:35]/B(O)O)=[CH:30][CH:29]=1.COC1C=CC=C(OC)C=1C1C=CC=CC=1P(C1CCCCC1)C1CCCCC1.P([O-])([O-])([O-])=O.[K+].[K+].[K+], predict the reaction product. The product is: [Cl:24][C:21]1[CH:22]=[CH:23][C:18]([CH:12]([C:13]2[S:14][CH:15]=[CH:16][N:17]=2)[C:9]2[CH:10]=[C:11]3[C:6](=[CH:7][CH:8]=2)[NH:5][C:4](=[O:25])[CH:3]=[C:2]3/[CH:35]=[CH:34]/[C:31]2[CH:30]=[CH:29][C:28]([C:27]([F:26])([F:39])[F:40])=[CH:33][CH:32]=2)=[CH:19][CH:20]=1. (2) Given the reactants C[O:2][C:3]([C:5]1([C:8]2[CH:13]=[CH:12][C:11]([C:14]3[CH:19]=[CH:18][C:17]([N:20]4[C:24]([NH:25][C:26]([O:28][C@@H:29]([C:31]5[CH:36]=[CH:35][CH:34]=[CH:33][CH:32]=5)[CH3:30])=[O:27])=[CH:23][N:22]=[N:21]4)=[CH:16][CH:15]=3)=[CH:10][CH:9]=2)[CH2:7][CH2:6]1)=[O:4].C1COCC1.CO.[OH-].[Na+], predict the reaction product. The product is: [C:31]1([C@H:29]([O:28][C:26]([NH:25][C:24]2[N:20]([C:17]3[CH:18]=[CH:19][C:14]([C:11]4[CH:10]=[CH:9][C:8]([C:5]5([C:3]([OH:4])=[O:2])[CH2:6][CH2:7]5)=[CH:13][CH:12]=4)=[CH:15][CH:16]=3)[N:21]=[N:22][CH:23]=2)=[O:27])[CH3:30])[CH:36]=[CH:35][CH:34]=[CH:33][CH:32]=1.